Dataset: Catalyst prediction with 721,799 reactions and 888 catalyst types from USPTO. Task: Predict which catalyst facilitates the given reaction. (1) Reactant: [C:1]1([C:7](=[O:16])[CH2:8][CH2:9][C:10]2[CH:15]=[CH:14][CH:13]=[CH:12][CH:11]=2)[CH:6]=[CH:5][CH:4]=[CH:3][CH:2]=1.[Li+].C[Si]([N-][Si](C)(C)C)(C)C.[CH2:27]([O:34][C:35]1[CH:40]=[C:39]([CH2:41]Br)[CH:38]=[CH:37][C:36]=1[N+:43]([O-:45])=[O:44])[C:28]1[CH:33]=[CH:32][CH:31]=[CH:30][CH:29]=1.[Cl-].[NH4+]. Product: [CH2:9]([CH:8]([CH2:41][C:39]1[CH:38]=[CH:37][C:36]([N+:43]([O-:45])=[O:44])=[C:35]([O:34][CH2:27][C:28]2[CH:33]=[CH:32][CH:31]=[CH:30][CH:29]=2)[CH:40]=1)[C:7]([C:1]1[CH:6]=[CH:5][CH:4]=[CH:3][CH:2]=1)=[O:16])[C:10]1[CH:11]=[CH:12][CH:13]=[CH:14][CH:15]=1. The catalyst class is: 49. (2) The catalyst class is: 661. Reactant: [CH3:1][O:2][C:3]1[C:8]([O:9][CH3:10])=[C:7]([O:11][CH3:12])[CH:6]=[C:5]([CH3:13])[C:4]=1[CH:14]([C:16]1[C:17]([F:24])=[N:18][CH:19]=[C:20]([CH3:23])[C:21]=1[I:22])[OH:15]. Product: [CH3:1][O:2][C:3]1[C:8]([O:9][CH3:10])=[C:7]([O:11][CH3:12])[CH:6]=[C:5]([CH3:13])[C:4]=1[C:14]([C:16]1[C:17]([F:24])=[N:18][CH:19]=[C:20]([CH3:23])[C:21]=1[I:22])=[O:15]. (3) Reactant: [F:1][C:2]1[CH:3]=[C:4]([C:9]2[C:17]3[C:12](=[CH:13][CH:14]=[C:15]([N+:18]([O-:20])=[O:19])[CH:16]=3)[N:11]([C:21]([C:34]3[CH:39]=[CH:38][CH:37]=[CH:36][CH:35]=3)([C:28]3[CH:33]=[CH:32][CH:31]=[CH:30][CH:29]=3)[C:22]3[CH:27]=[CH:26][CH:25]=[CH:24][CH:23]=3)[N:10]=2)[CH:5]=[CH:6][C:7]=1[OH:8].Br[CH2:41][CH2:42][O:43][CH3:44]. Product: [F:1][C:2]1[CH:3]=[C:4]([C:9]2[C:17]3[C:12](=[CH:13][CH:14]=[C:15]([N+:18]([O-:20])=[O:19])[CH:16]=3)[N:11]([C:21]([C:22]3[CH:27]=[CH:26][CH:25]=[CH:24][CH:23]=3)([C:28]3[CH:29]=[CH:30][CH:31]=[CH:32][CH:33]=3)[C:34]3[CH:35]=[CH:36][CH:37]=[CH:38][CH:39]=3)[N:10]=2)[CH:5]=[CH:6][C:7]=1[O:8][CH2:41][CH2:42][O:43][CH3:44]. The catalyst class is: 31.